From a dataset of Reaction yield outcomes from USPTO patents with 853,638 reactions. Predict the reaction yield, written as a fraction of the theoretical maximum amount of product (1.0 means a 100% yield; for example, 0.34 means a 34% yield). (1) The reactants are Br[C:2]1[N:7]=[C:6]([O:8][C:9]2[CH:10]=[CH:11][C:12]3[O:17][CH2:16][CH2:15][N:14]([C:18]4[S:19][C:20]5[C:21](=[O:29])[NH:22][C:23]([CH3:28])([CH3:27])[CH2:24][C:25]=5[N:26]=4)[C:13]=3[CH:30]=2)[CH:5]=[CH:4][CH:3]=1.[NH:31]1[CH2:35][CH2:34][CH2:33][CH2:32]1.CC(C)([O-])C.[Na+]. The catalyst is C1(C)C=CC=CC=1.CC(P(C(C)(C)C)C1[CH-]C=CC=1)(C)C.CC(P(C(C)(C)C)C1[CH-]C=CC=1)(C)C.[Cl-].[Cl-].[Fe+2].[Pd+2]. The product is [CH3:27][C:23]1([CH3:28])[NH:22][C:21](=[O:29])[C:20]2[S:19][C:18]([N:14]3[C:13]4[CH:30]=[C:9]([O:8][C:6]5[CH:5]=[CH:4][CH:3]=[C:2]([N:31]6[CH2:35][CH2:34][CH2:33][CH2:32]6)[N:7]=5)[CH:10]=[CH:11][C:12]=4[O:17][CH2:16][CH2:15]3)=[N:26][C:25]=2[CH2:24]1. The yield is 0.350. (2) The reactants are [CH3:1][C:2]1([OH:12])[CH2:11][CH2:10][C:5]2([O:9][CH2:8][CH2:7][O:6]2)[CH2:4][CH2:3]1.[Si:13](Cl)([C:16]([CH3:19])([CH3:18])[CH3:17])([CH3:15])[CH3:14].N1C=CN=C1.CN(C)C=O. The catalyst is O1CCCC1.O. The product is [C:16]([Si:13]([CH3:15])([CH3:14])[O:12][C:2]1([CH3:1])[CH2:11][CH2:10][C:5]2([O:6][CH2:7][CH2:8][O:9]2)[CH2:4][CH2:3]1)([CH3:19])([CH3:18])[CH3:17]. The yield is 0.390. (3) The reactants are [Cl:1][C:2]1[CH:3]=[N+:4]([O-:40])[CH:5]=[C:6]([Cl:39])[C:7]=1[CH2:8][C@H:9]([O:20][C:21](=[O:38])[C:22]1[CH:27]=[CH:26][C:25]([NH:28][S:29]([CH3:32])(=[O:31])=[O:30])=[C:24]([O:33][CH2:34][CH:35]2[CH2:37][CH2:36]2)[CH:23]=1)[C:10]1[CH:15]=[CH:14][C:13]([O:16][CH3:17])=[C:12]([O:18][CH3:19])[CH:11]=1.C([O-])([O-])=O.[K+].[K+].Cl[CH2:48][CH2:49][N:50]1[CH2:55][CH2:54][O:53][CH2:52][CH2:51]1.O. The catalyst is CN(C=O)C. The product is [ClH:1].[Cl:1][C:2]1[CH:3]=[N+:4]([O-:40])[CH:5]=[C:6]([Cl:39])[C:7]=1[CH2:8][C@H:9]([O:20][C:21](=[O:38])[C:22]1[CH:27]=[CH:26][C:25]([N:28]([CH2:48][CH2:49][N:50]2[CH2:55][CH2:54][O:53][CH2:52][CH2:51]2)[S:29]([CH3:32])(=[O:31])=[O:30])=[C:24]([O:33][CH2:34][CH:35]2[CH2:37][CH2:36]2)[CH:23]=1)[C:10]1[CH:15]=[CH:14][C:13]([O:16][CH3:17])=[C:12]([O:18][CH3:19])[CH:11]=1. The yield is 0.200.